Task: Predict the reaction yield, written as a fraction of the theoretical maximum amount of product (1.0 means a 100% yield; for example, 0.34 means a 34% yield).. Dataset: Reaction yield outcomes from USPTO patents with 853,638 reactions (1) The reactants are C([O-])([O-])=O.[K+].[K+].Br[C:8]1[N:13]=[C:12]([Cl:14])[C:11]2[N:15]=[C:16]([C:20]3[C:21]([NH2:25])=[N:22][O:23][N:24]=3)[N:17]([CH2:18][CH3:19])[C:10]=2[CH:9]=1.[NH2:26][C:27]1[CH:28]=[C:29](B(O)O)[CH:30]=[CH:31][CH:32]=1. The catalyst is C1C=CC([P]([Pd]([P](C2C=CC=CC=2)(C2C=CC=CC=2)C2C=CC=CC=2)([P](C2C=CC=CC=2)(C2C=CC=CC=2)C2C=CC=CC=2)[P](C2C=CC=CC=2)(C2C=CC=CC=2)C2C=CC=CC=2)(C2C=CC=CC=2)C2C=CC=CC=2)=CC=1.O1CCOCC1. The product is [NH2:26][C:27]1[CH:32]=[C:31]([C:8]2[N:13]=[C:12]([Cl:14])[C:11]3[N:15]=[C:16]([C:20]4[C:21]([NH2:25])=[N:22][O:23][N:24]=4)[N:17]([CH2:18][CH3:19])[C:10]=3[CH:9]=2)[CH:30]=[CH:29][CH:28]=1. The yield is 0.850. (2) The reactants are [F:1][C:2]1[CH:7]=[CH:6][C:5]([C:8]2[O:9][CH:10]=[C:11]([C:13]([CH3:17])([CH3:16])[CH2:14][NH2:15])[N:12]=2)=[CH:4][CH:3]=1.[F:18][C:19]([F:35])([F:34])[C:20]1[O:24][N:23]=[C:22]([C:25]2[CH:26]=[C:27]([CH:31]=[CH:32][CH:33]=2)[C:28](O)=[O:29])[N:21]=1. No catalyst specified. The product is [F:1][C:2]1[CH:3]=[CH:4][C:5]([C:8]2[O:9][CH:10]=[C:11]([C:13]([CH3:17])([CH3:16])[CH2:14][NH:15][C:28](=[O:29])[C:27]3[CH:31]=[CH:32][CH:33]=[C:25]([C:22]4[N:21]=[C:20]([C:19]([F:35])([F:34])[F:18])[O:24][N:23]=4)[CH:26]=3)[N:12]=2)=[CH:6][CH:7]=1. The yield is 0.120. (3) The reactants are Cl.Cl[CH2:3][C:4]1[C:5]([NH:12][CH3:13])=[N:6][C:7]([S:10][CH3:11])=[N:8][CH:9]=1.[I-].[Na+].[Cl:16][C:17]1[CH:22]=[CH:21][C:20]([N+:23]([O-:25])=[O:24])=[CH:19][C:18]=1[NH2:26]. The catalyst is C(#N)C. The product is [Cl:16][C:17]1[CH:22]=[CH:21][C:20]([N+:23]([O-:25])=[O:24])=[CH:19][C:18]=1[NH:26][CH2:3][C:4]1[C:5]([NH:12][CH3:13])=[N:6][C:7]([S:10][CH3:11])=[N:8][CH:9]=1. The yield is 0.970. (4) The reactants are [O:1]1[C:5]2[CH:6]=[CH:7][C:8]([C:10]3([C:13]([NH:15][C:16]4[CH:17]=[C:18]5[C:22](=[CH:23][CH:24]=4)[N:21]([CH2:25][CH2:26]Cl)[CH:20]([C:28]([CH3:31])([CH3:30])[CH3:29])[CH2:19]5)=[O:14])[CH2:12][CH2:11]3)=[CH:9][C:4]=2[O:3][CH2:2]1.[C-:32]#[N:33].[Na+]. The catalyst is C(O)C.O. The product is [O:1]1[C:5]2[CH:6]=[CH:7][C:8]([C:10]3([C:13]([NH:15][C:16]4[CH:17]=[C:18]5[C:22](=[CH:23][CH:24]=4)[N:21]([CH2:25][CH2:26][C:32]#[N:33])[CH:20]([C:28]([CH3:31])([CH3:30])[CH3:29])[CH2:19]5)=[O:14])[CH2:12][CH2:11]3)=[CH:9][C:4]=2[O:3][CH2:2]1. The yield is 0.770. (5) The reactants are [CH3:1][O:2][C:3](=[O:19])[C:4]([CH3:18])([CH3:17])[CH2:5][CH2:6][CH2:7][CH2:8][NH:9][CH2:10][C:11]1[CH:16]=[CH:15][CH:14]=[CH:13][CH:12]=1.[C:20](O[C:20]([O:22][C:23]([CH3:26])([CH3:25])[CH3:24])=[O:21])([O:22][C:23]([CH3:26])([CH3:25])[CH3:24])=[O:21]. The catalyst is C(Cl)Cl. The product is [CH3:1][O:2][C:3](=[O:19])[C:4]([CH3:17])([CH3:18])[CH2:5][CH2:6][CH2:7][CH2:8][N:9]([CH2:10][C:11]1[CH:16]=[CH:15][CH:14]=[CH:13][CH:12]=1)[C:20]([O:22][C:23]([CH3:26])([CH3:25])[CH3:24])=[O:21]. The yield is 0.850. (6) The reactants are [NH2:1][C:2]1[CH:10]=[CH:9][C:5]([C:6]([NH2:8])=[O:7])=[CH:4][CH:3]=1.P(=O)(O)(O)O.[N+]([O-])(O)=O.[N:20]([O-])=O.[Na+].[CH3:24][C:25](=[O:30])[CH2:26][C:27](=[O:29])[CH3:28].C([O-])(=O)C.[K+].C([O-])([O-])=O.[Na+].[Na+]. The catalyst is C(O)C. The product is [C:27]([C:26](=[N:20][NH:1][C:2]1[CH:10]=[CH:9][C:5]([C:6]([NH2:8])=[O:7])=[CH:4][CH:3]=1)[C:25](=[O:30])[CH3:24])(=[O:29])[CH3:28]. The yield is 0.250. (7) The reactants are C(=O)([O-])[O-].[Cs+].[Cs+].[CH2:7]([O:9][C:10](=[O:29])[C:11]([O:21][C:22]1[CH:27]=[CH:26][CH:25]=[CH:24][C:23]=1[F:28])([CH3:20])[CH2:12][C:13]1[CH:18]=[CH:17][C:16]([OH:19])=[CH:15][CH:14]=1)[CH3:8].[CH3:30][O:31][C:32]1[CH:58]=[CH:57][C:35]([CH2:36][N:37]2[CH2:41][CH:40]([CH2:42][CH2:43]OS(C3C=CC(C)=CC=3)(=O)=O)[N:39]([CH3:55])[C:38]2=[O:56])=[CH:34][CH:33]=1. The catalyst is CN(C=O)C.C(OCC)(=O)C. The product is [CH2:7]([O:9][C:10](=[O:29])[C:11]([O:21][C:22]1[CH:27]=[CH:26][CH:25]=[CH:24][C:23]=1[F:28])([CH3:20])[CH2:12][C:13]1[CH:14]=[CH:15][C:16]([O:19][CH2:43][CH2:42][CH:40]2[CH2:41][N:37]([CH2:36][C:35]3[CH:57]=[CH:58][C:32]([O:31][CH3:30])=[CH:33][CH:34]=3)[C:38](=[O:56])[N:39]2[CH3:55])=[CH:17][CH:18]=1)[CH3:8]. The yield is 0.930.